Dataset: Catalyst prediction with 721,799 reactions and 888 catalyst types from USPTO. Task: Predict which catalyst facilitates the given reaction. (1) Reactant: [C:1]([O-:12])(=O)[CH2:2][CH2:3][CH2:4][CH2:5][CH2:6][CH2:7][CH2:8][CH2:9]C.C([P+]([CH2:40][CH2:41][CH2:42][CH2:43][CH2:44][CH3:45])(CCCCCC)CCCCCCCCCCCCCC)CCCCC.C1(C#C[Mg]Br)C=CC=CC=1.C(=O)C1C=CC=CC=1. Product: [C:40]1([CH:1]([OH:12])[C:2]#[C:3][C:4]2[CH:5]=[CH:6][CH:7]=[CH:8][CH:9]=2)[CH:41]=[CH:42][CH:43]=[CH:44][CH:45]=1. The catalyst class is: 1. (2) The catalyst class is: 57. Reactant: Br[C:2]1[CH:7]=[CH:6][C:5]([C:8](=[O:16])[CH2:9][C:10]([CH3:15])([CH3:14])[C:11]([OH:13])=[O:12])=[CH:4][CH:3]=1.[B:17]1([B:17]2[O:21][C:20]([CH3:23])([CH3:22])[C:19]([CH3:25])([CH3:24])[O:18]2)[O:21][C:20]([CH3:23])([CH3:22])[C:19]([CH3:25])([CH3:24])[O:18]1.CC([O-])=O.[K+]. Product: [CH3:14][C:10]([CH3:15])([CH2:9][C:8](=[O:16])[C:5]1[CH:6]=[CH:7][C:2]([B:17]2[O:21][C:20]([CH3:23])([CH3:22])[C:19]([CH3:25])([CH3:24])[O:18]2)=[CH:3][CH:4]=1)[C:11]([OH:13])=[O:12].